This data is from Catalyst prediction with 721,799 reactions and 888 catalyst types from USPTO. The task is: Predict which catalyst facilitates the given reaction. Reactant: [CH:1]1([N:6]2[CH2:11][CH2:10][N:9]([C:12]([C:14]3[CH:15]=[C:16]4[C:20](=[CH:21][CH:22]=3)[NH:19][C:18]([C:23]([N:25]3[CH2:30][CH2:29][C:28]([F:32])([F:31])[CH2:27][CH2:26]3)=[O:24])=[CH:17]4)=[O:13])[CH2:8][CH2:7]2)[CH2:5][CH2:4][CH2:3][CH2:2]1.[Cl:33][C:34]1[CH:39]=[CH:38][C:37](B(O)O)=[CH:36][CH:35]=1.N1C=CC=CC=1. Product: [Cl:33][C:34]1[CH:39]=[CH:38][C:37]([N:19]2[C:20]3[C:16](=[CH:15][C:14]([C:12]([N:9]4[CH2:8][CH2:7][N:6]([CH:1]5[CH2:5][CH2:4][CH2:3][CH2:2]5)[CH2:11][CH2:10]4)=[O:13])=[CH:22][CH:21]=3)[CH:17]=[C:18]2[C:23]([N:25]2[CH2:26][CH2:27][C:28]([F:31])([F:32])[CH2:29][CH2:30]2)=[O:24])=[CH:36][CH:35]=1. The catalyst class is: 221.